From a dataset of Full USPTO retrosynthesis dataset with 1.9M reactions from patents (1976-2016). Predict the reactants needed to synthesize the given product. Given the product [F:1][C:2]1[CH:7]=[CH:6][C:5]([C:8]([CH3:22])([CH3:21])[CH2:9][NH:10][C:11]2[N:16]=[N:15][C:14]([C:17]3[O:19][C:20](=[O:23])[NH:25][N:24]=3)=[CH:13][CH:12]=2)=[CH:4][CH:3]=1, predict the reactants needed to synthesize it. The reactants are: [F:1][C:2]1[CH:7]=[CH:6][C:5]([C:8]([CH3:22])([CH3:21])[CH2:9][NH:10][C:11]2[N:16]=[N:15][C:14]([C:17]([O:19][CH3:20])=O)=[CH:13][CH:12]=2)=[CH:4][CH:3]=1.[OH2:23].[NH2:24][NH2:25].C(O)C.